From a dataset of Reaction yield outcomes from USPTO patents with 853,638 reactions. Predict the reaction yield, written as a fraction of the theoretical maximum amount of product (1.0 means a 100% yield; for example, 0.34 means a 34% yield). (1) The reactants are CN(/C=[N:5]/[C:6]1[N:7]=[CH:8][C:9]([O:12][C:13]2[C:14]3[C:18]([CH:19]=[C:20]([C:22]([O:24][CH2:25][CH3:26])=[O:23])[CH:21]=2)=[N:17][N:16]([CH2:27][CH3:28])[CH:15]=3)=[N:10][CH:11]=1)C.[OH-].[NH4+]. The catalyst is C(O)C. The product is [NH2:5][C:6]1[N:7]=[CH:8][C:9]([O:12][C:13]2[C:14]3[C:18]([CH:19]=[C:20]([C:22]([O:24][CH2:25][CH3:26])=[O:23])[CH:21]=2)=[N:17][N:16]([CH2:27][CH3:28])[CH:15]=3)=[N:10][CH:11]=1. The yield is 0.500. (2) The reactants are [Br:1][C:2]1[CH:3]=[C:4]2[C:9](=[CH:10][CH:11]=1)[C:8]([OH:12])=[N:7][CH:6]=[CH:5]2.[CH2:13](Br)[CH2:14][C:15]1[CH:20]=[CH:19][CH:18]=[CH:17][CH:16]=1.[OH-].[Na+]. The catalyst is [Br-].C([N+](CCCC)(CCCC)CCCC)CCC.C1(C)C=CC=CC=1.CC(OC)(C)C. The product is [Br:1][C:2]1[CH:3]=[C:4]2[C:9](=[CH:10][CH:11]=1)[C:8](=[O:12])[N:7]([CH2:13][CH2:14][C:15]1[CH:20]=[CH:19][CH:18]=[CH:17][CH:16]=1)[CH:6]=[CH:5]2. The yield is 0.510. (3) The reactants are [CH3:1][O:2][C:3](=[O:10])[CH2:4][CH:5]1[CH2:8][C:7](=[O:9])[CH2:6]1.[BH4-].[Na+].O. The catalyst is CO. The product is [CH3:1][O:2][C:3](=[O:10])[CH2:4][C@H:5]1[CH2:8][C@@H:7]([OH:9])[CH2:6]1. The yield is 0.800.